From a dataset of NCI-60 drug combinations with 297,098 pairs across 59 cell lines. Regression. Given two drug SMILES strings and cell line genomic features, predict the synergy score measuring deviation from expected non-interaction effect. (1) Drug 1: C1=NC2=C(N1)C(=S)N=C(N2)N. Drug 2: C1CN(P(=O)(OC1)NCCCl)CCCl. Cell line: HL-60(TB). Synergy scores: CSS=45.4, Synergy_ZIP=2.11, Synergy_Bliss=5.27, Synergy_Loewe=-38.3, Synergy_HSA=3.92. (2) Drug 1: COC1=CC(=CC(=C1O)OC)C2C3C(COC3=O)C(C4=CC5=C(C=C24)OCO5)OC6C(C(C7C(O6)COC(O7)C8=CC=CS8)O)O. Drug 2: C1=NNC2=C1C(=O)NC=N2. Cell line: CCRF-CEM. Synergy scores: CSS=60.8, Synergy_ZIP=-1.47, Synergy_Bliss=-0.0911, Synergy_Loewe=-8.08, Synergy_HSA=3.66. (3) Drug 1: C1CC(=O)NC(=O)C1N2CC3=C(C2=O)C=CC=C3N. Drug 2: CC1=C(C(CCC1)(C)C)C=CC(=CC=CC(=CC(=O)O)C)C. Cell line: SR. Synergy scores: CSS=13.3, Synergy_ZIP=-3.28, Synergy_Bliss=-0.0777, Synergy_Loewe=-3.78, Synergy_HSA=-3.15. (4) Drug 1: CC12CCC(CC1=CCC3C2CCC4(C3CC=C4C5=CN=CC=C5)C)O. Drug 2: CCCCCOC(=O)NC1=NC(=O)N(C=C1F)C2C(C(C(O2)C)O)O. Cell line: SF-268. Synergy scores: CSS=9.70, Synergy_ZIP=3.22, Synergy_Bliss=7.98, Synergy_Loewe=0.264, Synergy_HSA=4.55. (5) Synergy scores: CSS=-3.64, Synergy_ZIP=9.79, Synergy_Bliss=10.7, Synergy_Loewe=4.85, Synergy_HSA=1.86. Cell line: MALME-3M. Drug 1: CCC(=C(C1=CC=CC=C1)C2=CC=C(C=C2)OCCN(C)C)C3=CC=CC=C3.C(C(=O)O)C(CC(=O)O)(C(=O)O)O. Drug 2: CC1=C2C(C(=O)C3(C(CC4C(C3C(C(C2(C)C)(CC1OC(=O)C(C(C5=CC=CC=C5)NC(=O)OC(C)(C)C)O)O)OC(=O)C6=CC=CC=C6)(CO4)OC(=O)C)O)C)O. (6) Drug 1: C1=CC(=CC=C1C#N)C(C2=CC=C(C=C2)C#N)N3C=NC=N3. Drug 2: C1=NNC2=C1C(=O)NC=N2. Cell line: HOP-62. Synergy scores: CSS=4.19, Synergy_ZIP=-6.32, Synergy_Bliss=-9.97, Synergy_Loewe=-1.56, Synergy_HSA=-4.69. (7) Drug 1: CC1C(C(=O)NC(C(=O)N2CCCC2C(=O)N(CC(=O)N(C(C(=O)O1)C(C)C)C)C)C(C)C)NC(=O)C3=C4C(=C(C=C3)C)OC5=C(C(=O)C(=C(C5=N4)C(=O)NC6C(OC(=O)C(N(C(=O)CN(C(=O)C7CCCN7C(=O)C(NC6=O)C(C)C)C)C)C(C)C)C)N)C. Drug 2: C#CCC(CC1=CN=C2C(=N1)C(=NC(=N2)N)N)C3=CC=C(C=C3)C(=O)NC(CCC(=O)O)C(=O)O. Cell line: SNB-75. Synergy scores: CSS=33.0, Synergy_ZIP=2.14, Synergy_Bliss=-10.4, Synergy_Loewe=17.5, Synergy_HSA=-10.2. (8) Drug 1: CC1CCC2CC(C(=CC=CC=CC(CC(C(=O)C(C(C(=CC(C(=O)CC(OC(=O)C3CCCCN3C(=O)C(=O)C1(O2)O)C(C)CC4CCC(C(C4)OC)OCCO)C)C)O)OC)C)C)C)OC. Drug 2: CN(C(=O)NC(C=O)C(C(C(CO)O)O)O)N=O. Cell line: RPMI-8226. Synergy scores: CSS=14.7, Synergy_ZIP=-6.80, Synergy_Bliss=-1.35, Synergy_Loewe=-77.3, Synergy_HSA=-0.592.